This data is from Forward reaction prediction with 1.9M reactions from USPTO patents (1976-2016). The task is: Predict the product of the given reaction. (1) Given the reactants C(O[C:9](=O)[N:10]([CH2:12][C@H:13]1[CH2:18][CH2:17][C@H:16]([CH2:19][CH2:20][OH:21])[CH2:15][CH2:14]1)C)C1C=CC=CC=1, predict the reaction product. The product is: [CH3:9][NH:10][CH2:12][C@H:13]1[CH2:18][CH2:17][C@H:16]([CH2:19][CH2:20][OH:21])[CH2:15][CH2:14]1. (2) Given the reactants [NH2:1][C@H:2]([C:4]1[N:9]([C:10]2[CH:15]=[CH:14][CH:13]=[CH:12][CH:11]=2)[C:8](=[O:16])[C:7]2=[CH:17][CH:18]=[CH:19][N:6]2[N:5]=1)[CH3:3].[Br:20][C:21]1[C:29]2[C:28](Cl)=[N:27][CH:26]=[N:25][C:24]=2[N:23]([CH2:31][O:32][CH2:33][CH2:34][Si:35]([CH3:38])([CH3:37])[CH3:36])[CH:22]=1.[F-].[Cs+].C(N(CC)C(C)C)(C)C, predict the reaction product. The product is: [Br:20][C:21]1[C:29]2[C:28]([NH:1][C@H:2]([C:4]3[N:9]([C:10]4[CH:15]=[CH:14][CH:13]=[CH:12][CH:11]=4)[C:8](=[O:16])[C:7]4=[CH:17][CH:18]=[CH:19][N:6]4[N:5]=3)[CH3:3])=[N:27][CH:26]=[N:25][C:24]=2[N:23]([CH2:31][O:32][CH2:33][CH2:34][Si:35]([CH3:38])([CH3:37])[CH3:36])[CH:22]=1. (3) Given the reactants [N:1]([CH2:4][CH2:5][CH2:6][CH2:7][N:8]1[CH:12]=[C:11]([C:13]([NH:15][CH2:16][C:17]2[CH:22]=[CH:21][CH:20]=[C:19]([O:23][C:24]([F:27])([F:26])[F:25])[CH:18]=2)=[O:14])[N:10]=[N:9]1)=[N+:2]=[N-:3].[CH2:28]([NH:31][C:32](=[O:38])[O:33][C:34]([CH3:37])([CH3:36])[CH3:35])[C:29]#[CH:30].O=C1O[C@H]([C@H](CO)O)C(O)=C1O, predict the reaction product. The product is: [C:34]([O:33][C:32](=[O:38])[NH:31][CH2:28][C:29]1[N:3]=[N:2][N:1]([CH2:4][CH2:5][CH2:6][CH2:7][N:8]2[CH:12]=[C:11]([C:13](=[O:14])[NH:15][CH2:16][C:17]3[CH:22]=[CH:21][CH:20]=[C:19]([O:23][C:24]([F:27])([F:26])[F:25])[CH:18]=3)[N:10]=[N:9]2)[CH:30]=1)([CH3:37])([CH3:36])[CH3:35]. (4) Given the reactants [OH-:1].[Li+].C[O:4][C:5](=[O:39])[CH:6](O)[C:7]1[CH:12]=[CH:11][CH:10]=[C:9]([C:13]2[CH:14]=[C:15]3[C:21]([C:22]4[CH:27]=[CH:26][CH:25]=[CH:24][C:23]=4[O:28][CH3:29])=[N:20][N:19]([CH2:30][O:31][CH2:32][CH2:33][Si:34]([CH3:37])([CH3:36])[CH3:35])[C:16]3=[N:17][CH:18]=2)[N:8]=1.O, predict the reaction product. The product is: [OH:1][C:10]1[CH:11]=[CH:12][C:7]([CH2:6][C:5]([OH:4])=[O:39])=[N:8][C:9]=1[C:13]1[CH:14]=[C:15]2[C:21]([C:22]3[CH:27]=[CH:26][CH:25]=[CH:24][C:23]=3[O:28][CH3:29])=[N:20][N:19]([CH2:30][O:31][CH2:32][CH2:33][Si:34]([CH3:37])([CH3:35])[CH3:36])[C:16]2=[N:17][CH:18]=1.